From a dataset of Catalyst prediction with 721,799 reactions and 888 catalyst types from USPTO. Predict which catalyst facilitates the given reaction. (1) Reactant: [Cl:1][C:2]1[CH:7]=[CH:6][C:5](/[CH:8]=[CH:9]/[CH2:10][CH2:11][CH2:12][C:13]#[C:14][S:15]([C:18]2[CH:23]=[CH:22][CH:21]=[CH:20][CH:19]=2)(=[O:17])=[O:16])=[CH:4][CH:3]=1. Product: [Cl:1][C:2]1[CH:3]=[C:4]2[C:5](=[CH:6][CH:7]=1)[CH:8]=[C:9]1[CH2:10][CH2:11][CH2:12][C:13]1=[C:14]2[S:15]([C:18]1[CH:19]=[CH:20][CH:21]=[CH:22][CH:23]=1)(=[O:16])=[O:17]. The catalyst class is: 26. (2) The catalyst class is: 5. Product: [F:1][C:2]1[CH:31]=[C:30]([N+:32]([O-:34])=[O:33])[CH:29]=[CH:28][C:3]=1[O:4][C:5]1[CH:10]=[CH:9][N:8]=[C:7]2[CH:11]=[C:12]([C:14]3[N:15]([CH3:27])[C:16]([CH2:19][NH:20][CH2:21][CH2:22][CH2:23][C:24]([O:26][CH3:35])=[O:25])=[CH:17][N:18]=3)[S:13][C:6]=12. Reactant: [F:1][C:2]1[CH:31]=[C:30]([N+:32]([O-:34])=[O:33])[CH:29]=[CH:28][C:3]=1[O:4][C:5]1[CH:10]=[CH:9][N:8]=[C:7]2[CH:11]=[C:12]([C:14]3[N:15]([CH3:27])[C:16]([CH2:19][NH:20][CH2:21][CH2:22][CH2:23][C:24]([OH:26])=[O:25])=[CH:17][N:18]=3)[S:13][C:6]=12.[CH3:35]C1C=CC(S(O)(=O)=O)=CC=1.C(=O)(O)[O-].[Na+]. (3) Reactant: O.[N-:2]=[N+:3]=[N-:4].[Na+].[Cl-].[NH4+].[F:8][C:9]1[CH:14]=[CH:13][C:12]([C:15]2([C:23]3[CH:28]=[CH:27][C:26]([F:29])=[CH:25][CH:24]=3)[C@H:17]([CH2:18][O:19][CH2:20][O:21][CH3:22])[NH:16]2)=[CH:11][CH:10]=1. Product: [N:2]([C:15]([C:12]1[CH:13]=[CH:14][C:9]([F:8])=[CH:10][CH:11]=1)([C:23]1[CH:28]=[CH:27][C:26]([F:29])=[CH:25][CH:24]=1)[C@@H:17]([NH2:16])[CH2:18][O:19][CH2:20][O:21][CH3:22])=[N+:3]=[N-:4]. The catalyst class is: 9. (4) Reactant: [H-].[Na+].[Si:3]([O:10][C@H:11]1[CH2:16][CH2:15][C@@:14]([C@H:18]2[CH2:26][CH2:25][C@@:24]3([CH3:27])[C@@H:20]([CH2:21][CH2:22][C:23]3=[CH2:28])[C@@H:19]2[CH2:29][OH:30])([CH3:17])[C@@H:13]([CH2:31][O:32][Si:33]([C:36]([CH3:39])([CH3:38])[CH3:37])([CH3:35])[CH3:34])[CH2:12]1)([C:6]([CH3:9])([CH3:8])[CH3:7])([CH3:5])[CH3:4].[CH3:40][O:41][C:42]1[CH:43]=[C:44]([CH:47]=[C:48]([O:50][CH3:51])[CH:49]=1)[CH2:45]Br. Product: [C:36]([Si:33]([O:32][CH2:31][C@H:13]1[CH2:12][C@@H:11]([O:10][Si:3]([C:6]([CH3:9])([CH3:8])[CH3:7])([CH3:5])[CH3:4])[CH2:16][CH2:15][C@@:14]1([C@H:18]1[CH2:26][CH2:25][C@@:24]2([CH3:27])[C@@H:20]([CH2:21][CH2:22][C:23]2=[CH2:28])[C@@H:19]1[CH2:29][O:30][CH2:45][C:44]1[CH:47]=[C:48]([O:50][CH3:51])[CH:49]=[C:42]([O:41][CH3:40])[CH:43]=1)[CH3:17])([CH3:34])[CH3:35])([CH3:39])([CH3:38])[CH3:37]. The catalyst class is: 31. (5) The catalyst class is: 870. Product: [CH3:16][C@@H:14]1[CH2:15][N:10]([C:5]2[C:4]([F:18])=[C:3]([F:19])[C:2]([C:34]#[C:33][Si:30]([CH3:32])([CH3:31])[CH3:29])=[CH:9][C:6]=2[CH:7]=[O:8])[CH2:11][C@H:12]([CH3:17])[O:13]1. Reactant: Br[C:2]1[C:3]([F:19])=[C:4]([F:18])[C:5]([N:10]2[CH2:15][C@@H:14]([CH3:16])[O:13][C@@H:12]([CH3:17])[CH2:11]2)=[C:6]([CH:9]=1)[CH:7]=[O:8].CCN(C(C)C)C(C)C.[CH3:29][Si:30]([C:33]#[CH:34])([CH3:32])[CH3:31]. (6) Reactant: C([O:8][C:9]1[CH:14]=[CH:13][C:12]([C@@H:15]([O:52][Si:53]([C:56]([CH3:59])([CH3:58])[CH3:57])([CH3:55])[CH3:54])[CH2:16][NH:17][CH2:18][CH2:19][CH2:20][CH2:21][CH2:22][CH2:23][O:24][CH2:25][CH2:26][CH2:27][CH2:28][C:29]2[CH:34]=[CH:33][C:32]([OH:35])=[C:31]([C@@H:36]([C:46]3[CH:51]=[CH:50][CH:49]=[CH:48][CH:47]=3)[CH2:37][CH2:38][N:39]([CH:43]([CH3:45])[CH3:44])[CH:40]([CH3:42])[CH3:41])[CH:30]=2)=[CH:11][C:10]=1[NH:60][S:61]([CH3:64])(=[O:63])=[O:62])C1C=CC=CC=1.C([O-])=O.[NH4+]. Product: [NH3:17].[Si:53]([O:52][C@H:15]([C:12]1[CH:13]=[CH:14][C:9]([OH:8])=[C:10]([NH:60][S:61]([CH3:64])(=[O:62])=[O:63])[CH:11]=1)[CH2:16][NH:17][CH2:18][CH2:19][CH2:20][CH2:21][CH2:22][CH2:23][O:24][CH2:25][CH2:26][CH2:27][CH2:28][C:29]1[CH:34]=[CH:33][C:32]([OH:35])=[C:31]([C@@H:36]([C:46]2[CH:47]=[CH:48][CH:49]=[CH:50][CH:51]=2)[CH2:37][CH2:38][N:39]([CH:40]([CH3:42])[CH3:41])[CH:43]([CH3:45])[CH3:44])[CH:30]=1)([C:56]([CH3:59])([CH3:57])[CH3:58])([CH3:55])[CH3:54]. The catalyst class is: 261.